From a dataset of Reaction yield outcomes from USPTO patents with 853,638 reactions. Predict the reaction yield, written as a fraction of the theoretical maximum amount of product (1.0 means a 100% yield; for example, 0.34 means a 34% yield). (1) The reactants are Br[C:2]1[CH:10]=[CH:9][CH:8]=[C:7]2[C:3]=1[C:4]1([C:24]3[C:15](=[CH:16][C:17]4[O:22][CH2:21][CH2:20][O:19][C:18]=4[CH:23]=3)[O:14][CH2:13]1)[C:5](=[O:12])[N:6]2[CH3:11].C1(P(C2C=CC=CC=2)CCCP(C2C=CC=CC=2)C2C=CC=CC=2)C=CC=CC=1.C(=O)([O-])[O-].[K+].[K+].[CH:60]([O:62]CCCC)=[CH2:61].Cl.C(=O)([O-])[O-].[Na+].[Na+]. The catalyst is O.C([O-])(=O)C.[Pd+2].C([O-])(=O)C.C(OCC)(=O)C.CN(C)C=O. The product is [C:60]([C:2]1[CH:10]=[CH:9][CH:8]=[C:7]2[C:3]=1[C:4]1([C:24]3[C:15](=[CH:16][C:17]4[O:22][CH2:21][CH2:20][O:19][C:18]=4[CH:23]=3)[O:14][CH2:13]1)[C:5](=[O:12])[N:6]2[CH3:11])(=[O:62])[CH3:61]. The yield is 0.750. (2) The yield is 0.320. The product is [NH2:1][C:2]1[N:7]=[CH:6][C:5]([S:8]([C:11]2[CH:12]=[C:13]([C:18]([NH2:20])=[O:19])[S:14][C:15]=2[S:16][CH3:17])(=[O:10])=[O:9])=[CH:4][C:3]=1[C:23]1[CH:24]=[CH:25][CH:26]=[CH:27][C:22]=1[CH3:37]. The catalyst is C1C=CC([P]([Pd]([P](C2C=CC=CC=2)(C2C=CC=CC=2)C2C=CC=CC=2)([P](C2C=CC=CC=2)(C2C=CC=CC=2)C2C=CC=CC=2)[P](C2C=CC=CC=2)(C2C=CC=CC=2)C2C=CC=CC=2)(C2C=CC=CC=2)C2C=CC=CC=2)=CC=1.C1(C)C=CC=CC=1. The reactants are [NH2:1][C:2]1[N:7]=[CH:6][C:5]([S:8]([C:11]2[CH:12]=[C:13]([C:18]([NH2:20])=[O:19])[S:14][C:15]=2[S:16][CH3:17])(=[O:10])=[O:9])=[CH:4][C:3]=1Br.[C:22]1([CH3:37])[CH:27]=[CH:26][CH:25]=[CH:24][C:23]=1C1C=CC=CC=1B(O)O.C([O-])([O-])=O.[Na+].[Na+].C(O)C. (3) The reactants are [CH3:1][N:2]1[C:10]2[C:5](=[CH:6][CH:7]=[C:8]([C:11]([F:14])([F:13])[F:12])[CH:9]=2)[C:4]([C:15]2[N:20]=[C:19]3[C:21]([C:24](O)=[O:25])=[CH:22][NH:23][C:18]3=[N:17][CH:16]=2)=[N:3]1.[CH3:27][C:28]([NH2:31])([CH3:30])[CH3:29].CCN=C=NCCCN(C)C.C1C=CC2N(O)N=NC=2C=1.CCN(C(C)C)C(C)C. The catalyst is CN(C=O)C.O. The product is [C:28]([NH:31][C:24]([C:21]1[C:19]2=[N:20][C:15]([C:4]3[C:5]4[C:10](=[CH:9][C:8]([C:11]([F:13])([F:12])[F:14])=[CH:7][CH:6]=4)[N:2]([CH3:1])[N:3]=3)=[CH:16][N:17]=[C:18]2[NH:23][CH:22]=1)=[O:25])([CH3:30])([CH3:29])[CH3:27]. The yield is 0.210.